This data is from Forward reaction prediction with 1.9M reactions from USPTO patents (1976-2016). The task is: Predict the product of the given reaction. (1) Given the reactants [Cl:1][C:2]1[CH:10]=[C:9]([Cl:11])[CH:8]=[CH:7][C:3]=1[CH2:4][C:5]#[N:6].[N:12]([CH2:15][C:16]1[CH:21]=[CH:20][C:19]([S:22]([NH2:25])(=[O:24])=[O:23])=[CH:18][CH:17]=1)=[N+:13]=[N-:14].C[O-].[Na+], predict the reaction product. The product is: [NH2:6][C:5]1[N:12]([CH2:15][C:16]2[CH:17]=[CH:18][C:19]([S:22]([NH2:25])(=[O:24])=[O:23])=[CH:20][CH:21]=2)[N:13]=[N:14][C:4]=1[C:3]1[CH:7]=[CH:8][C:9]([Cl:11])=[CH:10][C:2]=1[Cl:1]. (2) Given the reactants Cl[CH:2]([C:7]1[CH:8]=[C:9]([C:13]2[CH:14]=[CH:15][C:16]([O:19][CH3:20])=[N:17][CH:18]=2)[O:10][C:11]=1[CH3:12])[CH2:3][CH:4]([CH3:6])[CH3:5].[NH2:21][C:22]1[CH:27]=[CH:26][C:25]([C:28]([N:30]([CH3:38])[CH2:31][CH2:32][C:33]([O:35][CH2:36][CH3:37])=[O:34])=[O:29])=[CH:24][CH:23]=1.C(=O)([O-])[O-].[Na+].[Na+].[I-].[Na+], predict the reaction product. The product is: [CH3:20][O:19][C:16]1[N:17]=[CH:18][C:13]([C:9]2[O:10][C:11]([CH3:12])=[C:7]([CH:2]([NH:21][C:22]3[CH:23]=[CH:24][C:25]([C:28]([N:30]([CH3:38])[CH2:31][CH2:32][C:33]([O:35][CH2:36][CH3:37])=[O:34])=[O:29])=[CH:26][CH:27]=3)[CH2:3][CH:4]([CH3:6])[CH3:5])[CH:8]=2)=[CH:14][CH:15]=1. (3) Given the reactants [CH3:1][O:2][C:3](=[O:15])[C:4](=O)[C:5]1[C:13]2[C:8](=[N:9][CH:10]=[CH:11][CH:12]=2)[NH:7][CH:6]=1.[OH-].[K+], predict the reaction product. The product is: [CH3:1][O:2][C:3](=[O:15])[CH2:4][C:5]1[C:13]2[C:8](=[N:9][CH:10]=[CH:11][CH:12]=2)[NH:7][CH:6]=1. (4) Given the reactants [CH3:1][C:2]1[CH:11]=[CH:10][C:5]2[NH:6][C:7](=O)[NH:8][C:4]=2[CH:3]=1.P(Cl)(Cl)([Cl:14])=O, predict the reaction product. The product is: [Cl:14][C:7]1[NH:6][C:5]2[CH:10]=[CH:11][C:2]([CH3:1])=[CH:3][C:4]=2[N:8]=1. (5) Given the reactants [C:1]([O-:8])(=O)[CH2:2][CH2:3][C:4]([O-])=O.[NH4+].[NH4+].C1(=O)[NH:15]C(=O)CC1.C(O)(=O)CCC([NH2:23])=O.C(C(N)=O)CC(N)=O.C([O-])(=O)C.[NH4+].C(N)(=O)C.N[C@H](C(O)=O)CC(O)=O.N[C@H](C(O)=O)CC(=O)N, predict the reaction product. The product is: [NH:15]1[CH2:4][CH2:3][CH2:2][C:1]1=[O:8].[CH2:3]([NH2:23])[CH3:4].